Dataset: Catalyst prediction with 721,799 reactions and 888 catalyst types from USPTO. Task: Predict which catalyst facilitates the given reaction. Reactant: C([O:3][C:4](=O)[CH:5]([C:12]1[N:13]([C:20]2[CH:25]=[CH:24][C:23]([Cl:26])=[CH:22][CH:21]=2)[N:14]=[C:15]2[CH2:19][CH2:18][CH2:17][C:16]=12)[CH:6]1[CH2:11][CH2:10][CH2:9][CH2:8][CH2:7]1)C.[H-].[Al+3].[Li+].[H-].[H-].[H-]. Product: [Cl:26][C:23]1[CH:22]=[CH:21][C:20]([N:13]2[C:12]([CH:5]([CH:6]3[CH2:11][CH2:10][CH2:9][CH2:8][CH2:7]3)[CH2:4][OH:3])=[C:16]3[CH2:17][CH2:18][CH2:19][C:15]3=[N:14]2)=[CH:25][CH:24]=1. The catalyst class is: 1.